Dataset: Peptide-MHC class II binding affinity with 134,281 pairs from IEDB. Task: Regression. Given a peptide amino acid sequence and an MHC pseudo amino acid sequence, predict their binding affinity value. This is MHC class II binding data. (1) The peptide sequence is EKKYFCATQFEPLAA. The MHC is DRB1_1602 with pseudo-sequence DRB1_1602. The binding affinity (normalized) is 0.582. (2) The peptide sequence is NGNELLLDLSLTKVN. The MHC is HLA-DPA10201-DPB10101 with pseudo-sequence HLA-DPA10201-DPB10101. The binding affinity (normalized) is 0.520. (3) The peptide sequence is HSKGKWLGHPDKF. The MHC is H-2-IAs with pseudo-sequence H-2-IAs. The binding affinity (normalized) is 0.686. (4) The peptide sequence is MFFSTMKRPSREKQD. The MHC is HLA-DPA10301-DPB10402 with pseudo-sequence HLA-DPA10301-DPB10402. The binding affinity (normalized) is 0.110. (5) The peptide sequence is AVAANELGMLEKTKE. The MHC is DRB1_1301 with pseudo-sequence DRB1_1301. The binding affinity (normalized) is 0.211. (6) The peptide sequence is RIKIVQMLSDTLKGL. The MHC is DRB1_0301 with pseudo-sequence DRB1_0301. The binding affinity (normalized) is 0.252. (7) The peptide sequence is ASPMLYQLLEAVYGN. The MHC is HLA-DPA10201-DPB10501 with pseudo-sequence HLA-DPA10201-DPB10501. The binding affinity (normalized) is 0.630. (8) The peptide sequence is SVAGRVDGLELKKLG. The MHC is DRB1_0901 with pseudo-sequence DRB1_0901. The binding affinity (normalized) is 0.336. (9) The peptide sequence is RRVFHGVAKNPVVDG. The MHC is HLA-DQA10601-DQB10402 with pseudo-sequence HLA-DQA10601-DQB10402. The binding affinity (normalized) is 0. (10) The peptide sequence is PGVDYTITVYAVTYY. The MHC is HLA-DQA10501-DQB10201 with pseudo-sequence HLA-DQA10501-DQB10201. The binding affinity (normalized) is 0.460.